From a dataset of Forward reaction prediction with 1.9M reactions from USPTO patents (1976-2016). Predict the product of the given reaction. (1) Given the reactants [Br:1][C:2]1[C:3]([F:12])=[C:4]([CH:9]([OH:11])[CH3:10])[C:5]([F:8])=[CH:6][CH:7]=1, predict the reaction product. The product is: [Br:1][C:2]1[C:3]([F:12])=[C:4]([C:9](=[O:11])[CH3:10])[C:5]([F:8])=[CH:6][CH:7]=1. (2) Given the reactants [Cl:1][C:2]1[CH:7]=[CH:6][C:5]([C:8]2[CH2:13][CH2:12][C:11]([CH3:15])([CH3:14])[CH2:10][C:9]=2[CH2:16][N:17]2[CH2:34][CH2:33][N:20]3[C:21]4[C:26]([CH2:27][CH2:28][C@@H:19]3[CH2:18]2)=[CH:25][C:24]([C:29]([O:31]C)=[O:30])=[CH:23][CH:22]=4)=[CH:4][CH:3]=1, predict the reaction product. The product is: [ClH:1].[Cl:1][C:2]1[CH:7]=[CH:6][C:5]([C:8]2[CH2:13][CH2:12][C:11]([CH3:14])([CH3:15])[CH2:10][C:9]=2[CH2:16][N:17]2[CH2:34][CH2:33][N:20]3[C:21]4[C:26]([CH2:27][CH2:28][C@@H:19]3[CH2:18]2)=[CH:25][C:24]([C:29]([OH:31])=[O:30])=[CH:23][CH:22]=4)=[CH:4][CH:3]=1. (3) Given the reactants [CH3:1][C:2]1[NH:6][N:5]=[N:4][N:3]=1.F[C:8]1[CH:13]=[CH:12][C:11]([N+:14]([O-:16])=[O:15])=[CH:10][CH:9]=1.C(=O)([O-])[O-].[K+].[K+], predict the reaction product. The product is: [CH3:1][C:2]1[N:3]=[N:4][N:5]([C:8]2[CH:13]=[CH:12][C:11]([N+:14]([O-:16])=[O:15])=[CH:10][CH:9]=2)[N:6]=1. (4) Given the reactants [F:1][C:2]([F:38])([F:37])[O:3][C:4]1[CH:9]=[CH:8][C:7]([N:10]2[CH:14]=[N:13][C:12]([C:15]3[CH:36]=[CH:35][C:18]([CH2:19][NH:20][O:21][C@H:22]4[C@H:27]([O:28][CH3:29])[C@H:26]([O:30][CH3:31])[C@@H:25]([O:32][CH3:33])[C@H:24]([CH3:34])[O:23]4)=[CH:17][CH:16]=3)=[N:11]2)=[CH:6][CH:5]=1.[CH:39](N(C(C)C)CC)(C)C.CI, predict the reaction product. The product is: [CH3:39][N:20]([CH2:19][C:18]1[CH:35]=[CH:36][C:15]([C:12]2[N:13]=[CH:14][N:10]([C:7]3[CH:8]=[CH:9][C:4]([O:3][C:2]([F:1])([F:37])[F:38])=[CH:5][CH:6]=3)[N:11]=2)=[CH:16][CH:17]=1)[O:21][C@H:22]1[C@H:27]([O:28][CH3:29])[C@H:26]([O:30][CH3:31])[C@@H:25]([O:32][CH3:33])[C@H:24]([CH3:34])[O:23]1. (5) Given the reactants [H-].[Al+3].[Li+].[H-].[H-].[H-].[CH3:7][C:8]1([CH3:16])[CH2:13][CH2:12][CH2:11][N:10]([N:14]=O)[CH2:9]1, predict the reaction product. The product is: [CH3:7][C:8]1([CH3:16])[CH2:13][CH2:12][CH2:11][N:10]([NH2:14])[CH2:9]1.